Dataset: Cav3 T-type calcium channel HTS with 100,875 compounds. Task: Binary Classification. Given a drug SMILES string, predict its activity (active/inactive) in a high-throughput screening assay against a specified biological target. The compound is o1nc(C(=O)Nc2n(nc(c2)C)c2ccccc2)cc1c1ccccc1. The result is 0 (inactive).